Dataset: Retrosynthesis with 50K atom-mapped reactions and 10 reaction types from USPTO. Task: Predict the reactants needed to synthesize the given product. (1) Given the product CC1(c2cccc(Cn3ncc(N)n3)n2)OCCO1, predict the reactants needed to synthesize it. The reactants are: CC1(c2cccc(Cn3ncc([N+](=O)[O-])n3)n2)OCCO1. (2) Given the product CC(C)(C)OC(=O)Nc1cccc(NC2CCNCC2)c1, predict the reactants needed to synthesize it. The reactants are: CC(C)(C)OC(=O)Nc1cccc(NC2CCN(Cc3ccccc3)CC2)c1. (3) Given the product NCCNC(=O)c1ccc(Cl)cc1, predict the reactants needed to synthesize it. The reactants are: NCCN.O=C(O)c1ccc(Cl)cc1. (4) Given the product COc1ccc(F)cc1C(C)(C)CC(O)(C=Nc1ccc(F)c2nc(C)ncc12)C(F)(F)F, predict the reactants needed to synthesize it. The reactants are: COc1ccc(F)cc1C(C)(C)CC(O)(C=O)C(F)(F)F.Cc1ncc2c(N)ccc(F)c2n1.